Dataset: Reaction yield outcomes from USPTO patents with 853,638 reactions. Task: Predict the reaction yield, written as a fraction of the theoretical maximum amount of product (1.0 means a 100% yield; for example, 0.34 means a 34% yield). The reactants are Cl.[F:2][C:3]1[CH:4]=[C:5]([NH:13][NH2:14])[CH:6]=[CH:7][C:8]=1[S:9]([CH3:12])(=[O:11])=[O:10].[F:15][C:16]([F:30])([F:29])[C:17](=O)[CH2:18][C:19]([C:21]1[CH:26]=[CH:25][C:24]([Br:27])=[CH:23][CH:22]=1)=O. The catalyst is CCO. The product is [Br:27][C:24]1[CH:23]=[CH:22][C:21]([C:19]2[N:13]([C:5]3[CH:6]=[CH:7][C:8]([S:9]([CH3:12])(=[O:10])=[O:11])=[C:3]([F:2])[CH:4]=3)[N:14]=[C:17]([C:16]([F:15])([F:29])[F:30])[CH:18]=2)=[CH:26][CH:25]=1. The yield is 0.866.